From a dataset of Forward reaction prediction with 1.9M reactions from USPTO patents (1976-2016). Predict the product of the given reaction. (1) Given the reactants [CH3:1][C:2]1([CH3:43])[CH2:42][C:5]2[C:6]3[CH2:11][CH2:10][NH:9][CH:8]([C:12]4[C:13]([CH2:39][OH:40])=[C:14]([C:19]5[CH:20]=[C:21]([NH:27][C:28]6[CH:37]=[CH:36][C:35]7[CH2:34][N:33]([CH3:38])[CH2:32][CH2:31][C:30]=7[N:29]=6)[C:22](=[O:26])[N:23]([CH3:25])[CH:24]=5)[CH:15]=[C:16]([F:18])[CH:17]=4)[C:7]=3[S:41][C:4]=2[CH2:3]1.Br[C:45]1C=C(NC2C=CC3CN(CC)CCC=3N=2)C(=O)N(C)C=1, predict the reaction product. The product is: [CH3:1][C:2]1([CH3:43])[CH2:42][C:5]2[C:6]3[CH2:11][CH2:10][NH:9][CH:8]([C:12]4[C:13]([CH2:39][OH:40])=[C:14]([C:19]5[CH:20]=[C:21]([NH:27][C:28]6[CH:37]=[CH:36][C:35]7[CH2:34][N:33]([CH2:38][CH3:45])[CH2:32][CH2:31][C:30]=7[N:29]=6)[C:22](=[O:26])[N:23]([CH3:25])[CH:24]=5)[CH:15]=[C:16]([F:18])[CH:17]=4)[C:7]=3[S:41][C:4]=2[CH2:3]1. (2) Given the reactants [Br:1][C:2]1[C:6]([F:7])=[CH:5][NH:4][N:3]=1.[H-].[Na+].Cl[C:11]1[CH:16]=[CH:15][N:14]=[C:13]([O:17][CH3:18])[CH:12]=1, predict the reaction product. The product is: [Br:1][C:2]1[C:6]([F:7])=[CH:5][N:4]([C:11]2[CH:16]=[CH:15][N:14]=[C:13]([O:17][CH3:18])[CH:12]=2)[N:3]=1. (3) Given the reactants Br[C:2]1[CH:11]=[C:10]2[C:5]([CH2:6][CH2:7][C:8](=[O:12])[CH2:9]2)=[CH:4][CH:3]=1.[CH3:13][N:14](CCN(C)C)C, predict the reaction product. The product is: [O:12]=[C:8]1[CH2:9][C:10]2[CH:11]=[C:2]([C:13]#[N:14])[CH:3]=[CH:4][C:5]=2[CH2:6][CH2:7]1. (4) Given the reactants [Br:1][C:2]1[CH:23]=[C:22]2[C:5]([CH2:6][C:7]3([C:15]42[NH:19][C:18](=S)[C:17]([CH3:21])=[N:16]4)[CH2:12][CH2:11][CH:10]([O:13][CH3:14])[CH2:9][CH2:8]3)=[CH:4][CH:3]=1.[NH3:24], predict the reaction product. The product is: [Br:1][C:2]1[CH:23]=[C:22]2[C:5]([CH2:6][C:7]3([C:15]42[N:19]=[C:18]([NH2:24])[C:17]([CH3:21])=[N:16]4)[CH2:12][CH2:11][CH:10]([O:13][CH3:14])[CH2:9][CH2:8]3)=[CH:4][CH:3]=1. (5) Given the reactants [CH3:1][O:2][CH2:3][CH2:4][O:5][C:6]1[CH:11]=[CH:10][C:9]2[C:12]3([CH2:22][O:23][C:8]=2[CH:7]=1)[C:20]1[C:15](=[CH:16][CH:17]=[CH:18][CH:19]=1)[NH:14][C:13]3=[O:21].N1C2C(=CC=CC=2)[C@@]2(C3C(=C[C:37]4[O:42][CH2:41][CH2:40][O:39][C:38]=4[CH:43]=3)OC2)C1=O, predict the reaction product. The product is: [CH3:1][O:2][CH2:3][CH2:4][O:5][C:6]1[CH:11]=[CH:10][C:9]2[C:12]3([CH2:22][O:23][C:8]=2[CH:7]=1)[C:20]1[C:15](=[CH:16][CH:17]=[CH:18][CH:19]=1)[N:14]([CH2:43][CH2:38][O:39][CH2:40][CH2:41][O:42][CH3:37])[C:13]3=[O:21]. (6) Given the reactants [I:1][C:2]1[C:10]2[C:5](=[CH:6][C:7]([CH:11]=O)=[CH:8][CH:9]=2)[NH:4][N:3]=1.[NH:13]1[C:21]2[C:16](=[CH:17][CH:18]=[CH:19][CH:20]=2)[CH2:15][C:14]1=[O:22].N1CCCCC1, predict the reaction product. The product is: [I:1][C:2]1[C:10]2[C:5](=[CH:6][C:7](/[CH:11]=[C:15]3/[C:14](=[O:22])[NH:13][C:21]4[C:16]/3=[CH:17][CH:18]=[CH:19][CH:20]=4)=[CH:8][CH:9]=2)[NH:4][N:3]=1. (7) Given the reactants [C:1]1([C:7]2[O:8][C:9](=[O:19])[CH:10]([CH2:12][C:13]3[CH:18]=[CH:17][CH:16]=[CH:15][CH:14]=3)[N:11]=2)[CH:6]=[CH:5][CH:4]=[CH:3][CH:2]=1.[F:20][C:21]([F:32])([F:31])C(OC(=O)[C:21]([F:32])([F:31])[F:20])=O, predict the reaction product. The product is: [C:7]([NH:11][CH:10]([CH2:12][C:13]1[CH:18]=[CH:17][CH:16]=[CH:15][CH:14]=1)[C:9](=[O:19])[C:21]([F:32])([F:31])[F:20])(=[O:8])[C:1]1[CH:6]=[CH:5][CH:4]=[CH:3][CH:2]=1.